This data is from Full USPTO retrosynthesis dataset with 1.9M reactions from patents (1976-2016). The task is: Predict the reactants needed to synthesize the given product. Given the product [Cl:1][C:2]1[CH:3]=[C:4]([CH2:15][Cl:19])[CH:5]=[CH:6][C:7]=1[O:8][C@@H:9]([CH3:14])[C:10]([F:13])([F:12])[F:11], predict the reactants needed to synthesize it. The reactants are: [Cl:1][C:2]1[CH:3]=[C:4]([CH2:15]O)[CH:5]=[CH:6][C:7]=1[O:8][C@@H:9]([CH3:14])[C:10]([F:13])([F:12])[F:11].O=S(Cl)[Cl:19].O.